Dataset: Full USPTO retrosynthesis dataset with 1.9M reactions from patents (1976-2016). Task: Predict the reactants needed to synthesize the given product. (1) Given the product [CH3:1][O:2][C:3]1[CH:4]=[CH:5][C:6]([N:9]([S:25]([CH2:28][CH2:29][CH2:30][C:31]([O:33][N:45]2[C:49](=[O:50])[CH2:48][CH2:47][C:46]2=[O:51])=[O:32])(=[O:26])=[O:27])[C:10]([C:12]2[C:21]3[C:16](=[CH:17][CH:18]=[CH:19][CH:20]=3)[N:15]=[C:14]3[O:22][CH:23]=[CH:24][C:13]=23)=[O:11])=[CH:7][CH:8]=1, predict the reactants needed to synthesize it. The reactants are: [CH3:1][O:2][C:3]1[CH:8]=[CH:7][C:6]([N:9]([S:25]([CH2:28][CH2:29][CH2:30][C:31]([OH:33])=[O:32])(=[O:27])=[O:26])[C:10]([C:12]2[C:21]3[C:16](=[CH:17][CH:18]=[CH:19][CH:20]=3)[N:15]=[C:14]3[O:22][CH:23]=[CH:24][C:13]=23)=[O:11])=[CH:5][CH:4]=1.O1CCN(CC[N+]#[C-])CC1.O[N:45]1[C:49](=[O:50])[CH2:48][CH2:47][C:46]1=[O:51]. (2) Given the product [Br:1][C:2]1[CH:3]=[C:4]2[C:8](=[C:9]([CH:11]([CH3:12])[CH3:13])[CH:10]=1)[NH:7][C:6]1[C:14]([CH2:20][CH2:21][OH:22])([CH2:18][CH3:19])[O:15][CH2:16][CH2:17][C:5]2=1, predict the reactants needed to synthesize it. The reactants are: [Br:1][C:2]1[CH:3]=[C:4]2[C:8](=[C:9]([CH:11]([CH3:13])[CH3:12])[CH:10]=1)[NH:7][C:6]1[C:14]([CH2:20][C:21](OCC)=[O:22])([CH2:18][CH3:19])[O:15][CH2:16][CH2:17][C:5]2=1.[Li+].[BH4-].C1COCC1. (3) Given the product [C:28]([O:32][C:33]([N:35]1[CH2:39][CH2:38][CH2:37][C@H:36]1[C:40]([O:10][C@H:9]([C:11]1[CH:16]=[CH:15][C:14]([O:17][CH:18]([F:20])[F:19])=[C:13]([O:21][CH2:22][CH:23]2[CH2:25][CH2:24]2)[CH:12]=1)[CH2:8][C:7]1[C:6]([Cl:26])=[CH:5][N+:4]([O-:27])=[CH:3][C:2]=1[Cl:1])=[O:41])=[O:34])([CH3:31])([CH3:30])[CH3:29], predict the reactants needed to synthesize it. The reactants are: [Cl:1][C:2]1[CH:3]=[N+:4]([O-:27])[CH:5]=[C:6]([Cl:26])[C:7]=1[CH2:8][C@@H:9]([C:11]1[CH:16]=[CH:15][C:14]([O:17][CH:18]([F:20])[F:19])=[C:13]([O:21][CH2:22][CH:23]2[CH2:25][CH2:24]2)[CH:12]=1)[OH:10].[C:28]([O:32][C:33]([N:35]1[CH2:39][CH2:38][CH2:37][C@H:36]1[C:40](O)=[O:41])=[O:34])([CH3:31])([CH3:30])[CH3:29].C(Cl)CCl. (4) Given the product [Cl:23][C:24]1[CH:25]=[C:26]([OH:42])[C:27]([NH:30][S:31]([CH2:34][C:35]2[CH:39]=[C:38]([C:40]#[N:41])[S:37][CH:36]=2)(=[O:33])=[O:32])=[N:28][CH:29]=1, predict the reactants needed to synthesize it. The reactants are: ClC1N=NC(NS(CC2C=C(C#N)C=CC=2Cl)(=O)=O)=C(O)C=1.[Cl:23][C:24]1[CH:25]=[C:26]([O:42]C)[C:27]([NH:30][S:31]([CH2:34][C:35]2[CH:39]=[C:38]([C:40]#[N:41])[S:37][CH:36]=2)(=[O:33])=[O:32])=[N:28][CH:29]=1.ClC1N=NC(NS(CC2C=C(C#N)C=CC=2Cl)(=O)=O)=C(OC)C=1. (5) The reactants are: [CH:1]1[C:6]2[C:7]3[NH:8][C:9]4[C:14]([C:15]=3[CH2:16][S:17][C:5]=2[CH:4]=[CH:3][CH:2]=1)=[CH:13][C:12]([OH:18])=[CH:11][CH:10]=4.N1C=CN=C1.[CH3:24][C:25]([Si:28](Cl)([CH3:30])[CH3:29])([CH3:27])[CH3:26]. Given the product [C:25]([Si:28]([CH3:30])([CH3:29])[O:18][C:12]1[CH:13]=[C:14]2[C:9](=[CH:10][CH:11]=1)[NH:8][C:7]1[C:6]3[CH:1]=[CH:2][CH:3]=[CH:4][C:5]=3[S:17][CH2:16][C:15]2=1)([CH3:27])([CH3:26])[CH3:24], predict the reactants needed to synthesize it.